This data is from Full USPTO retrosynthesis dataset with 1.9M reactions from patents (1976-2016). The task is: Predict the reactants needed to synthesize the given product. (1) Given the product [CH3:10][O:11][C:5](=[NH:6])[CH:4]([O:7][CH2:8][CH3:9])[O:3][CH2:1][CH3:2], predict the reactants needed to synthesize it. The reactants are: [CH2:1]([O:3][CH:4]([O:7][CH2:8][CH3:9])[C:5]#[N:6])[CH3:2].[CH3:10][O-:11].[Na+]. (2) The reactants are: [C:1]([C:3]1[CH:4]=[C:5]([C:9]2[CH:14]=[CH:13][CH:12]=[C:11]([N+:15]([O-])=O)[C:10]=2[S:18][CH2:19][C@@H:20]([C:29]([OH:31])=[O:30])[NH:21][O:22][C:23](=[O:28])[C:24]([CH3:27])([CH3:26])[CH3:25])[CH:6]=[CH:7][CH:8]=1)#[N:2]. Given the product [NH2:15][C:11]1[C:10]([S:18][CH2:19][C@@H:20]([C:29]([OH:31])=[O:30])[NH:21][O:22][C:23](=[O:28])[C:24]([CH3:25])([CH3:26])[CH3:27])=[C:9]([C:5]2[CH:6]=[CH:7][CH:8]=[C:3]([C:1]#[N:2])[CH:4]=2)[CH:14]=[CH:13][CH:12]=1, predict the reactants needed to synthesize it. (3) Given the product [ClH:19].[N:20]1([CH2:26][CH2:27][NH:28][S:16]([C:14]2[S:15][C:11]([C:5]3[CH:4]=[C:3]([CH2:1][CH3:2])[C:8](=[O:9])[NH:7][C:6]=3[CH3:10])=[CH:12][CH:13]=2)(=[O:18])=[O:17])[CH2:25][CH2:24][O:23][CH2:22][CH2:21]1, predict the reactants needed to synthesize it. The reactants are: [CH2:1]([C:3]1[C:8](=[O:9])[NH:7][C:6]([CH3:10])=[C:5]([C:11]2[S:15][C:14]([S:16]([Cl:19])(=[O:18])=[O:17])=[CH:13][CH:12]=2)[CH:4]=1)[CH3:2].[N:20]1([CH2:26][CH2:27][NH2:28])[CH2:25][CH2:24][O:23][CH2:22][CH2:21]1. (4) Given the product [I:1][C:2]1[CH:7]=[CH:6][C:5]([C@H:8]2[CH2:13][CH2:12][O:11][CH2:10][C@H:9]2[NH2:20])=[CH:4][CH:3]=1, predict the reactants needed to synthesize it. The reactants are: [I:1][C:2]1[CH:7]=[CH:6][C:5]([C@H:8]2[CH2:13][CH2:12][O:11][CH2:10][C@H:9]2C(O)=O)=[CH:4][CH:3]=1.C([N:20](C(C)C)CC)(C)C.C1(P(N=[N+]=[N-])(C2C=CC=CC=2)=O)C=CC=CC=1.[OH-].[Na+]. (5) Given the product [N:15]1[CH:16]=[CH:17][C:12]([N:1]2[C:9]3[C:4](=[CH:5][CH:6]=[CH:7][CH:8]=3)[CH:3]=[CH:2]2)=[CH:13][CH:14]=1, predict the reactants needed to synthesize it. The reactants are: [NH:1]1[C:9]2[C:4](=[CH:5][CH:6]=[CH:7][CH:8]=2)[CH:3]=[CH:2]1.Cl.I[C:12]1[CH:17]=[CH:16][N:15]=[CH:14][CH:13]=1.CC(C)([O-])C.[Na+].CC(N(C)C)=O. (6) Given the product [Cl:19][C:17]1[C:16]2[C:7](=[C:8]3[C:13](=[C:14]([O:20][CH3:21])[CH:15]=2)[CH:12]=[CH:11][CH:10]=[N:9]3)[N:6]=[C:5]([CH2:3][OH:2])[CH:18]=1, predict the reactants needed to synthesize it. The reactants are: C[O:2][C:3]([C:5]1[CH:18]=[C:17]([Cl:19])[C:16]2[C:7](=[C:8]3[C:13](=[C:14]([O:20][CH3:21])[CH:15]=2)[CH:12]=[CH:11][CH:10]=[N:9]3)[N:6]=1)=O.CO.C(Cl)Cl.[BH4-].[Na+]. (7) Given the product [F:25][C:22]1[CH:23]=[CH:24][C:19]([CH2:18][CH:17]([C:26]2[CH:27]=[CH:28][C:29]([S:32]([CH3:35])(=[O:33])=[O:34])=[CH:30][CH:31]=2)[C:16]([NH:15][C:13]2[O:14][C:10]3[CH:9]=[C:8]([CH2:7][OH:6])[CH:38]=[CH:37][C:11]=3[N:12]=2)=[O:36])=[CH:20][CH:21]=1, predict the reactants needed to synthesize it. The reactants are: C([SiH2][O:6][C:7](C)(C)[C:8]1[CH:38]=[CH:37][C:11]2[N:12]=[C:13]([NH:15][C:16](=[O:36])[CH:17]([C:26]3[CH:31]=[CH:30][C:29]([S:32]([CH3:35])(=[O:34])=[O:33])=[CH:28][CH:27]=3)[CH2:18][C:19]3[CH:24]=[CH:23][C:22]([F:25])=[CH:21][CH:20]=3)[O:14][C:10]=2[CH:9]=1)(C)(C)C.CCCC[N+](CCCC)(CCCC)CCCC.[F-]. (8) Given the product [CH2:1]([O:3][C:4]([CH:6]1[CH2:11][CH2:10][C:9]2[N:18]=[C:16]([NH:15][C:14]([NH2:20])=[NH:19])[S:17][C:8]=2[CH2:7]1)=[O:5])[CH3:2], predict the reactants needed to synthesize it. The reactants are: [CH2:1]([O:3][C:4]([CH:6]1[CH2:11][CH2:10][C:9](=O)[CH:8](Br)[CH2:7]1)=[O:5])[CH3:2].[C:14]([NH2:20])([NH2:19])=[N:15][C:16]([NH2:18])=[S:17].